This data is from Forward reaction prediction with 1.9M reactions from USPTO patents (1976-2016). The task is: Predict the product of the given reaction. (1) Given the reactants [C:1]([C:4]1[C:22](=[O:23])[C@@:8]2([CH3:24])[C:9]3[C:15]([OH:16])=[CH:14][C:13]([O:17][CH3:18])=[C:12]([C:19]([NH2:21])=[O:20])[C:10]=3[O:11][C:7]2=[CH:6][C:5]=1[OH:25])(=[O:3])[CH3:2].[CH2:26]([C:28]1[CH:37]=[CH:36][C:35]2[C:30](=[CH:31][C:32]([F:39])=[C:33]([F:38])[CH:34]=2)[C:29]=1[CH:40]=O)[CH3:27].C([SiH](CC)CC)C.FC(F)(F)C(O)=O, predict the reaction product. The product is: [C:1]([C:4]1[C:22](=[O:23])[C@@:8]2([CH3:24])[C:9]3[C:15]([OH:16])=[CH:14][C:13]([O:17][CH3:18])=[C:12]([C:19]([NH:21][CH2:40][C:29]4[C:30]5[C:35](=[CH:34][C:33]([F:38])=[C:32]([F:39])[CH:31]=5)[CH:36]=[CH:37][C:28]=4[CH2:26][CH3:27])=[O:20])[C:10]=3[O:11][C:7]2=[CH:6][C:5]=1[OH:25])(=[O:3])[CH3:2]. (2) The product is: [F:28][CH:26]([F:27])[CH2:25][O:24][C:4]1[CH:5]=[C:6]2[C:10](=[C:2]([O:36][CH3:34])[CH:3]=1)[C:9](=[O:11])[N:8]([CH2:12][C:13]1[CH:18]=[CH:17][C:16]([O:19][C:20]([F:22])([F:21])[F:23])=[CH:15][CH:14]=1)[CH2:7]2. Given the reactants Cl[C:2]1[CH:3]=[C:4]([O:24][CH2:25][CH:26]([F:28])[F:27])[CH:5]=[C:6]2[C:10]=1[C:9](=[O:11])[N:8]([CH2:12][C:13]1[CH:18]=[CH:17][C:16]([O:19][C:20]([F:23])([F:22])[F:21])=[CH:15][CH:14]=1)[CH2:7]2.C[O-].[Na+].CO.[C:34](OCC)(=[O:36])C, predict the reaction product. (3) The product is: [C:18]([C:20]1[C:21]([CH2:36][CH3:37])=[CH:22][C:23]([NH:26][C:27]([N:7]2[C:6]3[C:11](=[CH:12][C:13]([CH:14]=[O:15])=[C:4]([CH:3]([O:2][CH3:1])[O:16][CH3:17])[N:5]=3)[CH2:10][CH2:9][CH2:8]2)=[O:28])=[N:24][CH:25]=1)#[N:19]. Given the reactants [CH3:1][O:2][CH:3]([O:16][CH3:17])[C:4]1[C:13]([CH:14]=[O:15])=[CH:12][C:11]2[CH2:10][CH2:9][CH2:8][NH:7][C:6]=2[N:5]=1.[C:18]([C:20]1[C:21]([CH2:36][CH3:37])=[CH:22][C:23]([NH:26][C:27](=O)[O:28]C2C=CC=CC=2)=[N:24][CH:25]=1)#[N:19], predict the reaction product. (4) Given the reactants C(N(CC)CC)C.[CH3:8][S:9][C:10]1[C:15]([NH2:16])=[C:14]([S:17][CH3:18])[N:13]=[CH:12][N:11]=1.[Br:19][CH2:20][C:21](Br)=[O:22], predict the reaction product. The product is: [CH3:18][S:17][C:14]1[C:15]([NH:16][C:21](=[O:22])[CH2:20][Br:19])=[C:10]([S:9][CH3:8])[N:11]=[CH:12][N:13]=1. (5) Given the reactants N(C(OCC)=O)=NC(OCC)=O.[CH3:13][C:14]1[N:15]([CH2:19][CH2:20][CH2:21][OH:22])[CH:16]=[CH:17][N:18]=1.C1(P(C2C=CC=CC=2)C2C=CC=CC=2)C=CC=CC=1.[Cl:42][C:43]1[CH:62]=[CH:61][C:46]([NH:47][C:48]2[C:57]3[C:52](=[CH:53][C:54](O)=[C:55]([O:58][CH3:59])[CH:56]=3)[N:51]=[CH:50][N:49]=2)=[C:45]([F:63])[CH:44]=1, predict the reaction product. The product is: [ClH:42].[Cl:42][C:43]1[CH:62]=[CH:61][C:46]([NH:47][C:48]2[C:57]3[C:52](=[CH:53][C:54]([O:22][CH2:21][CH2:20][CH2:19][N:15]4[CH:16]=[CH:17][N:18]=[C:14]4[CH3:13])=[C:55]([O:58][CH3:59])[CH:56]=3)[N:51]=[CH:50][N:49]=2)=[C:45]([F:63])[CH:44]=1. (6) The product is: [CH3:1][CH2:2][CH:3]([CH:5]1[NH:27][C:25](=[O:26])[CH2:24][NH:23][C:21](=[O:22])[CH:20]2[NH:28][C:29]([CH:31]([CH:51]([CH:53]([OH:56])[CH2:54][OH:55])[CH3:52])[NH:32][C:33]([CH:35]3[N:39]([C:40]([CH:42]([CH2:46][C:47]([OH:49])=[O:48])[NH:43][C:44](=[O:45])[CH:13]([CH2:14][S:15]([C:17]4[NH:59][C:58]5[CH:60]=[C:61]([OH:64])[CH:62]=[CH:63][C:57]=5[C:18]=4[CH2:19]2)=[O:16])[NH:12][C:10](=[O:11])[CH2:9][NH:8][C:6]1=[O:7])=[O:41])[CH2:38][CH:37]([OH:50])[CH2:36]3)=[O:34])=[O:30])[CH3:4].[NH-:72][CH2:73][CH2:74][CH2:75][CH2:76][CH2:77][CH2:78][NH-:79]. Given the reactants [CH3:1][CH2:2][CH:3]([CH:5]1[NH:27][C:25](=[O:26])[CH2:24][NH:23][C:21](=[O:22])[CH:20]2[NH:28][C:29]([CH:31]([CH:51]([CH:53]([OH:56])[CH2:54][OH:55])[CH3:52])[NH:32][C:33]([CH:35]3[N:39]([C:40]([CH:42]([CH2:46][C:47]([OH:49])=[O:48])[NH:43][C:44](=[O:45])[CH:13]([CH2:14][S:15]([C:17]4[NH:59][C:58]5[CH:60]=[C:61]([OH:64])[CH:62]=[CH:63][C:57]=5[C:18]=4[CH2:19]2)=[O:16])[NH:12][C:10](=[O:11])[CH2:9][NH:8][C:6]1=[O:7])=[O:41])[CH2:38][CH:37]([OH:50])[CH2:36]3)=[O:34])=[O:30])[CH3:4].C(OC([N-:72][CH2:73][CH2:74][CH2:75][CH2:76][CH2:77][CH2:78][NH-:79])=O)(C)(C)C, predict the reaction product. (7) Given the reactants Cl.[F:2][C:3]([F:17])([F:16])[C:4]1[N:9]=[CH:8][C:7]([N:10]2[CH2:15][CH2:14][NH:13][CH2:12][CH2:11]2)=[CH:6][CH:5]=1.C[O:19][C:20](=[O:25])[CH2:21][CH2:22][CH2:23]Br.C(=O)([O-])[O-].[K+].[K+].[I-].[K+].[OH-].[Li+:35], predict the reaction product. The product is: [Li+:35].[F:17][C:3]([F:2])([F:16])[C:4]1[N:9]=[CH:8][C:7]([N:10]2[CH2:15][CH2:14][N:13]([CH2:23][CH2:22][CH2:21][C:20]([O-:25])=[O:19])[CH2:12][CH2:11]2)=[CH:6][CH:5]=1. (8) The product is: [CH3:27][N:28]1[CH2:29][CH2:30][N:31]([C:34]2[N:35]=[C:36]([C:2]3[C:10]4[C:5](=[CH:6][CH:7]=[C:8]([C:11]5[S:12][C:13]([S:16]([CH3:19])(=[O:18])=[O:17])=[N:14][N:15]=5)[CH:9]=4)[N:4]([C:20]([O:22][C:23]([CH3:24])([CH3:26])[CH3:25])=[O:21])[CH:3]=3)[CH:37]=[CH:38][CH:39]=2)[CH2:32][CH2:33]1. Given the reactants I[C:2]1[C:10]2[C:5](=[CH:6][CH:7]=[C:8]([C:11]3[S:12][C:13]([S:16]([CH3:19])(=[O:18])=[O:17])=[N:14][N:15]=3)[CH:9]=2)[N:4]([C:20]([O:22][C:23]([CH3:26])([CH3:25])[CH3:24])=[O:21])[CH:3]=1.[CH3:27][N:28]1[CH2:33][CH2:32][N:31]([C:34]2[CH:39]=[CH:38][CH:37]=[C:36]([Sn](CCCC)(CCCC)CCCC)[N:35]=2)[CH2:30][CH2:29]1, predict the reaction product. (9) Given the reactants [S:1]1[CH:5]=[CH:4][CH:3]=[C:2]1[C:6]([OH:8])=O.[F:9][C:10]([F:21])([F:20])[O:11][C:12]1[CH:17]=[CH:16][C:15]([CH2:18][NH2:19])=[CH:14][CH:13]=1, predict the reaction product. The product is: [F:9][C:10]([F:20])([F:21])[O:11][C:12]1[CH:17]=[CH:16][C:15]([CH2:18][NH:19][C:6]([C:2]2[S:1][CH:5]=[CH:4][CH:3]=2)=[O:8])=[CH:14][CH:13]=1. (10) Given the reactants Cl.C(O[C:7]([N:9]1[CH2:14][CH2:13][N:12]([S:15]([C:18]2[CH:23]=[CH:22][C:21]([C:24]3[CH:29]=[CH:28][N:27]=[CH:26][CH:25]=3)=[CH:20][CH:19]=2)(=[O:17])=[O:16])[CH2:11][CH2:10]1)=[O:8])(C)(C)C.Cl.CO.[CH2:33]([Cl:35])[Cl:34].O1[CH2:40][CH2:39][CH2:38][CH2:37]1, predict the reaction product. The product is: [ClH:34].[Cl:35][C:33]1[CH:37]=[C:38]2[C:26](=[CH:25][CH:24]=1)[NH:27][C:40]([C:7]([N:9]1[CH2:10][CH2:11][N:12]([S:15]([C:18]3[CH:19]=[CH:20][C:21]([C:24]4[CH:29]=[CH:28][N:27]=[CH:26][CH:25]=4)=[CH:22][CH:23]=3)(=[O:16])=[O:17])[CH2:13][CH2:14]1)=[O:8])=[CH:39]2.